This data is from Full USPTO retrosynthesis dataset with 1.9M reactions from patents (1976-2016). The task is: Predict the reactants needed to synthesize the given product. (1) Given the product [S:16]([C:19]1[CH:25]=[CH:24][C:22]([CH3:23])=[CH:21][CH:20]=1)([OH:5])(=[O:18])=[O:17].[F:1][C:2]([F:14])([F:15])[C:3]([C:6]1[CH:11]=[CH:10][CH:9]=[C:8]([O:12][CH3:13])[CH:7]=1)=[N:4][OH:5], predict the reactants needed to synthesize it. The reactants are: [F:1][C:2]([F:15])([F:14])[C:3]([C:6]1[CH:11]=[CH:10][CH:9]=[C:8]([O:12][CH3:13])[CH:7]=1)=[N:4][OH:5].[S:16](Cl)([C:19]1[CH:25]=[CH:24][C:22]([CH3:23])=[CH:21][CH:20]=1)(=[O:18])=[O:17].C(N(CC)CC)C.O. (2) Given the product [CH2:1]([O:8][C:9]1[C:10]([O:24][CH3:25])=[CH:11][C:12]([C:20]([CH3:21])([CH3:23])[CH3:22])=[C:13](/[CH:15]=[CH:16]/[C:17]([NH:44][CH2:43][CH2:42][C:36]2[CH:37]=[CH:38][C:39]([O:40][CH3:41])=[C:34]([O:33][CH2:26][C:27]3[CH:28]=[CH:29][CH:30]=[CH:31][CH:32]=3)[CH:35]=2)=[O:18])[CH:14]=1)[C:2]1[CH:3]=[CH:4][CH:5]=[CH:6][CH:7]=1, predict the reactants needed to synthesize it. The reactants are: [CH2:1]([O:8][C:9]1[C:10]([O:24][CH3:25])=[CH:11][C:12]([C:20]([CH3:23])([CH3:22])[CH3:21])=[C:13](/[CH:15]=[CH:16]/[C:17](O)=[O:18])[CH:14]=1)[C:2]1[CH:7]=[CH:6][CH:5]=[CH:4][CH:3]=1.[CH2:26]([O:33][C:34]1[CH:35]=[C:36]([CH2:42][CH2:43][NH2:44])[CH:37]=[CH:38][C:39]=1[O:40][CH3:41])[C:27]1[CH:32]=[CH:31][CH:30]=[CH:29][CH:28]=1.CCN(C(C)C)C(C)C.CN(C(ON1N=NC2C=CC=NC1=2)=[N+](C)C)C.F[P-](F)(F)(F)(F)F. (3) Given the product [CH2:1]([O:5][CH2:6][CH2:7][O:8][C:9]1[CH:14]=[CH:13][C:12]([C:15]2[CH:16]=[CH:17][C:18]3[N:24]([CH2:25][CH:26]([CH3:28])[CH3:27])[CH2:23][CH2:22][C:21]([C:29]([NH:31][C:32]4[CH:37]=[CH:36][C:35]([S:38]([CH2:39][C:40]5[CH:45]=[CH:44][CH:43]=[C:66]([Cl:68])[N:41]=5)=[O:56])=[CH:34][CH:33]=4)=[O:30])=[CH:20][C:19]=3[CH:47]=2)=[CH:11][CH:10]=1)[CH2:2][CH2:3][CH3:4], predict the reactants needed to synthesize it. The reactants are: [CH2:1]([O:5][CH2:6][CH2:7][O:8][C:9]1[CH:14]=[CH:13][C:12]([C:15]2[CH:16]=[CH:17][C:18]3[N:24]([CH2:25][CH:26]([CH3:28])[CH3:27])[CH2:23][CH2:22][C:21]([C:29]([NH:31][C:32]4[CH:37]=[CH:36][C:35]([S:38][CH2:39][C:40]5[CH:45]=[CH:44][CH:43]=C(C)[N:41]=5)=[CH:34][CH:33]=4)=[O:30])=[CH:20][C:19]=3[CH:47]=2)=[CH:11][CH:10]=1)[CH2:2][CH2:3][CH3:4].ClC1C=CC=C(C(OO)=[O:56])C=1.S([O-])([O-])(=O)=S.[Na+].[Na+].[CH2:66]([Cl:68])Cl. (4) Given the product [Br:23][C:24]1[S:28][C:27]([S:29]([NH:5][CH:4]([C:6]([O:8][CH2:9][CH3:10])=[O:7])[CH:3]([C:11]([F:13])([F:12])[F:14])[C:2]([F:15])([F:16])[F:1])(=[O:31])=[O:30])=[CH:26][CH:25]=1, predict the reactants needed to synthesize it. The reactants are: [F:1][C:2]([F:16])([F:15])[CH:3]([C:11]([F:14])([F:13])[F:12])[CH:4]([C:6]([O:8][CH2:9][CH3:10])=[O:7])[NH2:5].N1C=CC=CC=1.[Br:23][C:24]1[S:28][C:27]([S:29](Cl)(=[O:31])=[O:30])=[CH:26][CH:25]=1.CCOC(C)=O.CCCCCC. (5) Given the product [CH3:34][N:31]1[CH2:30][CH2:29][N:28]([C:4]2[CH:5]=[C:6]([N:8]3[CH2:17][CH2:16][C:15]4[C:10](=[CH:11][C:12]([C:18]5[S:19][CH:20]=[C:21]([C:23]([N:35]6[CH2:39][CH2:38][CH2:37][CH2:36]6)=[O:25])[N:22]=5)=[CH:13][CH:14]=4)[CH2:9]3)[N:7]=[C:2]([NH2:1])[N:3]=2)[CH2:33][CH2:32]1, predict the reactants needed to synthesize it. The reactants are: [NH2:1][C:2]1[N:7]=[C:6]([N:8]2[CH2:17][CH2:16][C:15]3[C:10](=[CH:11][C:12]([C:18]4[S:19][CH:20]=[C:21]([C:23]([O:25]CC)=O)[N:22]=4)=[CH:13][CH:14]=3)[CH2:9]2)[CH:5]=[C:4]([N:28]2[CH2:33][CH2:32][N:31]([CH3:34])[CH2:30][CH2:29]2)[N:3]=1.[NH:35]1[CH2:39][CH2:38][CH2:37][CH2:36]1. (6) Given the product [Cl:1][C:2]1[CH:7]=[CH:6][C:5]([F:8])=[CH:4][C:3]=1[CH2:9][C@@H:10]([NH2:12])[CH3:11], predict the reactants needed to synthesize it. The reactants are: [Cl:1][C:2]1[CH:7]=[CH:6][C:5]([F:8])=[CH:4][C:3]=1[CH2:9][C@@H:10]([N:12]=[N+]=[N-])[CH3:11]. (7) Given the product [NH2:1][C:2]1[N:7]=[C:6]([NH:8][CH2:9][CH2:10][NH:11][C:12](=[O:18])[O:13][C:14]([CH3:16])([CH3:15])[CH3:17])[CH:5]=[CH:4][N:3]=1, predict the reactants needed to synthesize it. The reactants are: [NH2:1][C:2]1[N:7]=[C:6]([NH:8][CH2:9][CH2:10][NH:11][C:12](=[O:18])[O:13][C:14]([CH3:17])([CH3:16])[CH3:15])[C:5](Br)=[C:4](Cl)[N:3]=1.C(N(CC)CC)C.[H][H]. (8) Given the product [F:35][C:36]1[CH:13]=[C:8]([CH:9]=[CH:42][CH:43]=1)[CH2:7][N:5]1[CH2:6][C@@H:2]([CH3:1])[C@H:3]([C:15]2[NH:16][C:17](=[O:30])[C:18]3[CH:23]=[N:22][N:21]([CH:24]4[CH2:25][CH2:26][O:27][CH2:28][CH2:29]4)[C:19]=3[N:20]=2)[CH2:4]1, predict the reactants needed to synthesize it. The reactants are: [CH3:1][C@@H:2]1[CH2:6][N:5]([CH2:7][C:8]2[CH:9]=NC(C)=N[CH:13]=2)[CH2:4][C@H:3]1[C:15]1[NH:16][C:17](=[O:30])[C:18]2[CH:23]=[N:22][N:21]([CH:24]3[CH2:29][CH2:28][O:27][CH2:26][CH2:25]3)[C:19]=2[N:20]=1.C([BH3-])#N.[Na+].[F:35][C:36]1C=C(C=[CH:42][CH:43]=1)C=O. (9) Given the product [Cl:1][C:2]1[C:3]2[N:24]=[N:25][N:9]([CH2:10][C:11]3[CH:16]=[CH:15][CH:14]=[C:13]([CH2:17][O:18][C@H:19]4[CH2:23][CH2:22][O:21][CH2:20]4)[N:12]=3)[C:4]=2[N:5]=[C:6]([NH2:8])[N:7]=1, predict the reactants needed to synthesize it. The reactants are: [Cl:1][C:2]1[N:7]=[C:6]([NH2:8])[N:5]=[C:4]([NH:9][CH2:10][C:11]2[CH:16]=[CH:15][CH:14]=[C:13]([CH2:17][O:18][C@H:19]3[CH2:23][CH2:22][O:21][CH2:20]3)[N:12]=2)[C:3]=1[NH2:24].[N:25]([O-])=O.[Na+].